From a dataset of CYP2D6 substrate classification data from Carbon-Mangels et al.. Regression/Classification. Given a drug SMILES string, predict its absorption, distribution, metabolism, or excretion properties. Task type varies by dataset: regression for continuous measurements (e.g., permeability, clearance, half-life) or binary classification for categorical outcomes (e.g., BBB penetration, CYP inhibition). Dataset: cyp2d6_substrate_carbonmangels. (1) The drug is CCOc1ccccc1OCCN[C@H](C)Cc1ccc(OC)c(S(N)(=O)=O)c1. The result is 1 (substrate). (2) The compound is CNn1cc(C(=O)O)c(=O)c2cc(F)c(N3CCN(C)CC3)cc21. The result is 0 (non-substrate). (3) The compound is CS(=O)(=O)c1ccc(C2=C(c3ccccc3)C(=O)OC2)cc1. The result is 0 (non-substrate). (4) The drug is COc1ccc(C(C)C)cc1CN[C@H]1C2CCN(CC2)[C@H]1C(c1ccccc1)c1ccccc1. The result is 1 (substrate). (5) The compound is CN1C(C(=O)Nc2ccccn2)=C(O)c2sc(Cl)cc2S1(=O)=O. The result is 0 (non-substrate).